Dataset: Full USPTO retrosynthesis dataset with 1.9M reactions from patents (1976-2016). Task: Predict the reactants needed to synthesize the given product. Given the product [F:24][CH:8]1[CH:9]([O:12][C:13]2[CH:14]=[C:15]([CH2:16][OH:17])[CH:20]=[C:21]([F:23])[CH:22]=2)[CH2:10][CH2:11][N:6]([CH2:5][CH:4]([N:25]2[CH:29]=[C:28]([C:30]3[C:31]4[CH:38]=[CH:37][N:36]([CH2:39][O:40][CH2:41][CH2:42][Si:43]([CH3:44])([CH3:46])[CH3:45])[C:32]=4[N:33]=[CH:34][N:35]=3)[CH:27]=[N:26]2)[CH2:3][C:1]#[N:2])[CH2:7]1, predict the reactants needed to synthesize it. The reactants are: [C:1]([CH2:3][CH:4]([N:25]1[CH:29]=[C:28]([C:30]2[C:31]3[CH:38]=[CH:37][N:36]([CH2:39][O:40][CH2:41][CH2:42][Si:43]([CH3:46])([CH3:45])[CH3:44])[C:32]=3[N:33]=[CH:34][N:35]=2)[CH:27]=[N:26]1)[CH2:5][N:6]1[CH2:11][CH2:10][CH:9]([O:12][C:13]2[CH:14]=[C:15]([CH:20]=[C:21]([F:23])[CH:22]=2)[C:16](OC)=[O:17])[CH:8]([F:24])[CH2:7]1)#[N:2].[BH4-].[Li+].